The task is: Regression. Given two drug SMILES strings and cell line genomic features, predict the synergy score measuring deviation from expected non-interaction effect.. This data is from NCI-60 drug combinations with 297,098 pairs across 59 cell lines. (1) Drug 1: CN1CCC(CC1)COC2=C(C=C3C(=C2)N=CN=C3NC4=C(C=C(C=C4)Br)F)OC. Drug 2: CCC1(CC2CC(C3=C(CCN(C2)C1)C4=CC=CC=C4N3)(C5=C(C=C6C(=C5)C78CCN9C7C(C=CC9)(C(C(C8N6C)(C(=O)OC)O)OC(=O)C)CC)OC)C(=O)OC)O.OS(=O)(=O)O. Cell line: K-562. Synergy scores: CSS=55.7, Synergy_ZIP=1.52, Synergy_Bliss=4.82, Synergy_Loewe=-12.5, Synergy_HSA=5.55. (2) Drug 1: CCCS(=O)(=O)NC1=C(C(=C(C=C1)F)C(=O)C2=CNC3=C2C=C(C=N3)C4=CC=C(C=C4)Cl)F. Drug 2: CC1=CC2C(CCC3(C2CCC3(C(=O)C)OC(=O)C)C)C4(C1=CC(=O)CC4)C. Cell line: CCRF-CEM. Synergy scores: CSS=5.49, Synergy_ZIP=0.866, Synergy_Bliss=5.55, Synergy_Loewe=4.09, Synergy_HSA=3.14. (3) Drug 1: CC1=C(C=C(C=C1)NC(=O)C2=CC=C(C=C2)CN3CCN(CC3)C)NC4=NC=CC(=N4)C5=CN=CC=C5. Drug 2: C1CNP(=O)(OC1)N(CCCl)CCCl. Cell line: SW-620. Synergy scores: CSS=-13.6, Synergy_ZIP=6.06, Synergy_Bliss=4.04, Synergy_Loewe=-6.28, Synergy_HSA=-6.41. (4) Drug 2: CC(C)(C#N)C1=CC=C(C=C1)N2C3=C4C=C(C=CC4=NC=C3N(C2=O)C)C5=CC6=CC=CC=C6N=C5. Cell line: SK-OV-3. Synergy scores: CSS=60.5, Synergy_ZIP=8.58, Synergy_Bliss=9.17, Synergy_Loewe=7.10, Synergy_HSA=12.7. Drug 1: C1=CC(=C(C=C1I)F)NC2=C(C=CC(=C2F)F)C(=O)NOCC(CO)O. (5) Drug 1: CS(=O)(=O)C1=CC(=C(C=C1)C(=O)NC2=CC(=C(C=C2)Cl)C3=CC=CC=N3)Cl. Drug 2: COC1=NC(=NC2=C1N=CN2C3C(C(C(O3)CO)O)O)N. Cell line: RPMI-8226. Synergy scores: CSS=-15.0, Synergy_ZIP=7.39, Synergy_Bliss=3.18, Synergy_Loewe=-10.2, Synergy_HSA=-7.53. (6) Drug 1: COC1=C(C=C2C(=C1)N=CN=C2NC3=CC(=C(C=C3)F)Cl)OCCCN4CCOCC4. Drug 2: CN(CC1=CN=C2C(=N1)C(=NC(=N2)N)N)C3=CC=C(C=C3)C(=O)NC(CCC(=O)O)C(=O)O. Cell line: SF-268. Synergy scores: CSS=23.7, Synergy_ZIP=-0.127, Synergy_Bliss=4.80, Synergy_Loewe=5.59, Synergy_HSA=5.73. (7) Drug 1: CN1CCC(CC1)COC2=C(C=C3C(=C2)N=CN=C3NC4=C(C=C(C=C4)Br)F)OC. Drug 2: CN1C2=C(C=C(C=C2)N(CCCl)CCCl)N=C1CCCC(=O)O.Cl. Cell line: A498. Synergy scores: CSS=16.1, Synergy_ZIP=-2.23, Synergy_Bliss=5.20, Synergy_Loewe=-3.91, Synergy_HSA=5.00. (8) Drug 1: COC1=C(C=C2C(=C1)N=CN=C2NC3=CC(=C(C=C3)F)Cl)OCCCN4CCOCC4. Drug 2: CNC(=O)C1=NC=CC(=C1)OC2=CC=C(C=C2)NC(=O)NC3=CC(=C(C=C3)Cl)C(F)(F)F. Cell line: DU-145. Synergy scores: CSS=34.0, Synergy_ZIP=-1.44, Synergy_Bliss=-1.79, Synergy_Loewe=-0.167, Synergy_HSA=2.27. (9) Drug 1: C1=C(C(=O)NC(=O)N1)N(CCCl)CCCl. Drug 2: C1CNP(=O)(OC1)N(CCCl)CCCl. Cell line: NCI-H322M. Synergy scores: CSS=-5.58, Synergy_ZIP=-0.393, Synergy_Bliss=-10.0, Synergy_Loewe=-12.2, Synergy_HSA=-11.6.